From a dataset of Forward reaction prediction with 1.9M reactions from USPTO patents (1976-2016). Predict the product of the given reaction. (1) Given the reactants [OH:1][C:2]1[CH:3]=[C:4]2[C:9](=[CH:10][CH:11]=1)[CH2:8][CH:7]([NH:12][C:13]1[N:18]=[C:17]([CH3:19])[C:16]([C:20](O)=[O:21])=[C:15]([CH3:23])[N:14]=1)[CH2:6][CH2:5]2.CC(OC([NH:31][CH2:32][C@H:33]([NH2:38])[C:34]([O:36][CH3:37])=[O:35])=O)(C)C.[ClH:39].C(N(CC)CC)C.C1C=CC2N(O)N=NC=2C=1.CN(C(ON1N=NC2C=CC=CC1=2)=[N+](C)C)C.F[P-](F)(F)(F)(F)F, predict the reaction product. The product is: [ClH:39].[CH3:37][O:36][C:34](=[O:35])[C@@H:33]([NH:38][C:20]([C:16]1[C:15]([CH3:23])=[N:14][C:13]([NH:12][CH:7]2[CH2:6][CH2:5][C:4]3[C:9](=[CH:10][CH:11]=[C:2]([OH:1])[CH:3]=3)[CH2:8]2)=[N:18][C:17]=1[CH3:19])=[O:21])[CH2:32][NH2:31]. (2) The product is: [CH:1]([N:14]1[CH2:17][C:16]([C:20]([F:22])([F:21])[F:19])([OH:18])[CH2:15]1)([C:8]1[CH:13]=[CH:12][CH:11]=[CH:10][CH:9]=1)[C:2]1[CH:3]=[CH:4][CH:5]=[CH:6][CH:7]=1. Given the reactants [CH:1]([N:14]1[CH2:17][C:16](=[O:18])[CH2:15]1)([C:8]1[CH:13]=[CH:12][CH:11]=[CH:10][CH:9]=1)[C:2]1[CH:7]=[CH:6][CH:5]=[CH:4][CH:3]=1.[F:19][C:20]([Si](C)(C)C)([F:22])[F:21].[F-].[Cs+], predict the reaction product. (3) Given the reactants [CH3:1][C:2]12[C:12](=[O:13])[CH2:11][CH2:10][CH2:9][C:8]1=[CH:7][C:5](=O)[CH2:4][CH2:3]2.C1(C)C=CC(S(O)(=O)=O)=CC=1.[CH2:25]([SH:28])[CH2:26][SH:27].O, predict the reaction product. The product is: [CH3:1][C:2]12[C:12](=[O:13])[CH2:11][CH2:10][CH:9]=[C:8]1[CH2:7][C:5]1([S:28][CH2:25][CH2:26][S:27]1)[CH2:4][CH2:3]2. (4) Given the reactants [CH:1]1([CH:6]([C:10]2[CH:15]=[CH:14][C:13]([Cl:16])=[CH:12][CH:11]=2)[C:7]([OH:9])=O)[CH2:5][CH2:4][CH2:3][CH2:2]1.O.ON1C2C=CC=CC=2N=N1.C(N(CC)C(C)C)(C)C.[NH2:37][C:38]1[CH:39]=[C:40]([CH:52]=[CH:53][CH:54]=1)[CH2:41][C:42]1([C:45]([O:47][C:48]([CH3:51])([CH3:50])[CH3:49])=[O:46])[CH2:44][CH2:43]1.CN(C(ON1N=NC2C=CC=NC1=2)=[N+](C)C)C.F[P-](F)(F)(F)(F)F.C(=O)([O-])[O-].[Na+].[Na+], predict the reaction product. The product is: [Cl:16][C:13]1[CH:14]=[CH:15][C:10]([CH:6]([CH:1]2[CH2:2][CH2:3][CH2:4][CH2:5]2)[C:7]([NH:37][C:38]2[CH:39]=[C:40]([CH:52]=[CH:53][CH:54]=2)[CH2:41][C:42]2([C:45]([O:47][C:48]([CH3:51])([CH3:49])[CH3:50])=[O:46])[CH2:44][CH2:43]2)=[O:9])=[CH:11][CH:12]=1.